This data is from Forward reaction prediction with 1.9M reactions from USPTO patents (1976-2016). The task is: Predict the product of the given reaction. (1) The product is: [OH:24][NH:23][C:4](=[O:3])[CH:5]=[CH:6][C:7]([CH3:21])=[CH:8][CH:9]([S:11][C:12]1[CH:17]=[CH:16][C:15]([N:18]([CH3:20])[CH3:19])=[CH:14][CH:13]=1)[CH3:10]. Given the reactants C([O:3][C:4](=O)[CH:5]=[CH:6][C:7]([CH3:21])=[CH:8][CH:9]([S:11][C:12]1[CH:17]=[CH:16][C:15]([N:18]([CH3:20])[CH3:19])=[CH:14][CH:13]=1)[CH3:10])C.[NH2:23][OH:24].[OH-].[K+].CO.Cl, predict the reaction product. (2) Given the reactants [Cl:1][C:2]1[CH:3]=[C:4]2[C:13](=[CH:14][CH:15]=1)[C:12]1[CH:11]=[CH:10][CH:9]=[CH:8][C:7]=1[N:6]([S:16]([C:19]1[CH:24]=[CH:23][C:22]([O:25][CH3:26])=[CH:21][CH:20]=1)(=[O:18])=[O:17])[CH:5]2[CH3:27].[Br:28]Br, predict the reaction product. The product is: [Br:28][C:10]1[CH:9]=[CH:8][C:7]2[N:6]([S:16]([C:19]3[CH:20]=[CH:21][C:22]([O:25][CH3:26])=[CH:23][CH:24]=3)(=[O:18])=[O:17])[CH:5]([CH3:27])[C:4]3[C:13](=[CH:14][CH:15]=[C:2]([Cl:1])[CH:3]=3)[C:12]=2[CH:11]=1. (3) The product is: [OH:40][CH2:39][CH2:38][O:41][C:2]1[CH:11]=[C:10]2[C:5]([CH:6]=[C:7]([NH:12][C:13]([CH:15]3[CH2:17][CH2:16]3)=[O:14])[N:8]=[CH:9]2)=[CH:4][CH:3]=1. Given the reactants Br[C:2]1[CH:11]=[C:10]2[C:5]([CH:6]=[C:7]([NH:12][C:13]([CH:15]3[CH2:17][CH2:16]3)=[O:14])[N:8]=[CH:9]2)=[CH:4][CH:3]=1.N1C2C(=CC=C3C=2N=CC=C3)C=CC=1.C(=O)([O-])[O-].[Cs+].[Cs+].[CH2:38]([OH:41])[CH2:39][OH:40], predict the reaction product. (4) Given the reactants [Cl:1][C:2]1[CH:7]=[CH:6][C:5]([C:8]2[CH:13]=[CH:12][CH:11]=[C:10]([OH:14])[C:9]=2[CH2:15][N:16]2[CH2:21][CH2:20][N:19]([C:22]([O:24][C:25]([CH3:28])([CH3:27])[CH3:26])=[O:23])[CH2:18][CH2:17]2)=[CH:4][CH:3]=1.[H-].[Na+].Cl.[CH3:32][N:33]([CH2:35][CH2:36]Cl)[CH3:34], predict the reaction product. The product is: [Cl:1][C:2]1[CH:7]=[CH:6][C:5]([C:8]2[CH:13]=[CH:12][CH:11]=[C:10]([O:14][CH2:36][CH2:35][N:33]([CH3:34])[CH3:32])[C:9]=2[CH2:15][N:16]2[CH2:17][CH2:18][N:19]([C:22]([O:24][C:25]([CH3:28])([CH3:27])[CH3:26])=[O:23])[CH2:20][CH2:21]2)=[CH:4][CH:3]=1. (5) Given the reactants [CH:1]1([CH2:4][O:5][C:6]2[CH:11]=[CH:10][C:9]([CH:12]([CH3:14])[CH3:13])=[CH:8][C:7]=2[C:15]2[C:16]3[N:23]([CH2:24][O:25][CH2:26][CH2:27][Si:28]([CH3:31])([CH3:30])[CH3:29])[C:22]([CH3:32])=[C:21]([C:33](O)=[O:34])[C:17]=3[N:18]=[CH:19][N:20]=2)[CH2:3][CH2:2]1.[NH2:36][CH:37]1[CH2:42][CH2:41][N:40]([C:43]([O:45][C:46]([CH3:49])([CH3:48])[CH3:47])=[O:44])[CH2:39][CH2:38]1, predict the reaction product. The product is: [CH:1]1([CH2:4][O:5][C:6]2[CH:11]=[CH:10][C:9]([CH:12]([CH3:14])[CH3:13])=[CH:8][C:7]=2[C:15]2[C:16]3[N:23]([CH2:24][O:25][CH2:26][CH2:27][Si:28]([CH3:31])([CH3:30])[CH3:29])[C:22]([CH3:32])=[C:21]([C:33]([NH:36][CH:37]4[CH2:38][CH2:39][N:40]([C:43]([O:45][C:46]([CH3:49])([CH3:48])[CH3:47])=[O:44])[CH2:41][CH2:42]4)=[O:34])[C:17]=3[N:18]=[CH:19][N:20]=2)[CH2:3][CH2:2]1. (6) Given the reactants [F:1][C:2]([F:24])([F:23])[C:3]1[CH:4]=[C:5]([C:9]2[N:10]=[C:11]3[C:16]([C:17]([O:19]CC)=[O:18])=[CH:15][CH:14]=[CH:13][N:12]3[CH:22]=2)[CH:6]=[CH:7][CH:8]=1, predict the reaction product. The product is: [F:24][C:2]([F:1])([F:23])[C:3]1[CH:4]=[C:5]([C:9]2[N:10]=[C:11]3[C:16]([C:17]([OH:19])=[O:18])=[CH:15][CH:14]=[CH:13][N:12]3[CH:22]=2)[CH:6]=[CH:7][CH:8]=1. (7) Given the reactants [Cl:1][C:2]1[CH:7]=[CH:6][C:5]([C:8]([F:11])([F:10])[F:9])=[CH:4][C:3]=1[N:12]([CH2:23][C:24]([OH:26])=O)[S:13]([C:16]1[CH:21]=[CH:20][C:19]([CH3:22])=[CH:18][CH:17]=1)(=[O:15])=[O:14].[NH2:27][CH2:28][C:29]1[CH:34]=[CH:33][N:32]=[CH:31][CH:30]=1.F[P-](F)(F)(F)(F)F.C[N+](C)=C(N(C)C)ON1C2C=CC=CC=2N=N1.C(N(CC)CC)C, predict the reaction product. The product is: [Cl:1][C:2]1[CH:7]=[CH:6][C:5]([C:8]([F:11])([F:9])[F:10])=[CH:4][C:3]=1[N:12]([S:13]([C:16]1[CH:21]=[CH:20][C:19]([CH3:22])=[CH:18][CH:17]=1)(=[O:15])=[O:14])[CH2:23][C:24]([NH:27][CH2:28][C:29]1[CH:34]=[CH:33][N:32]=[CH:31][CH:30]=1)=[O:26].